From a dataset of Catalyst prediction with 721,799 reactions and 888 catalyst types from USPTO. Predict which catalyst facilitates the given reaction. Reactant: [N:1]1[N:9]2[C:4]([N:5]=[C:6]3[CH2:21][CH2:20][CH2:19][CH2:18][CH2:17][C:7]3=[C:8]2[C:10]2[CH:15]=[CH:14][C:13]([OH:16])=[CH:12][CH:11]=2)=[CH:3][CH:2]=1.Br[CH2:23][CH2:24][CH2:25][Cl:26].C([O-])([O-])=O.[K+].[K+]. Product: [Cl:26][CH2:25][CH2:24][CH2:23][O:16][C:13]1[CH:12]=[CH:11][C:10]([C:8]2[N:9]3[C:4]([N:5]=[C:6]4[CH2:21][CH2:20][CH2:19][CH2:18][CH2:17][C:7]=24)=[CH:3][CH:2]=[N:1]3)=[CH:15][CH:14]=1. The catalyst class is: 31.